The task is: Predict the reactants needed to synthesize the given product.. This data is from Full USPTO retrosynthesis dataset with 1.9M reactions from patents (1976-2016). (1) The reactants are: [NH:1]1[C:5]2[CH:6]=[C:7]([C:9]([O:11]C)=[O:10])[S:8][C:4]=2[CH:3]=[N:2]1.O[Li].O.Cl. Given the product [NH:1]1[C:5]2[CH:6]=[C:7]([C:9]([OH:11])=[O:10])[S:8][C:4]=2[CH:3]=[N:2]1, predict the reactants needed to synthesize it. (2) Given the product [OH:4][C@H:5]1[CH2:22][CH2:21][C@@:20]2([CH3:23])[C@@H:7]([CH2:8][CH2:9][C@:10]3([CH3:49])[C@@H:19]2[CH2:18][CH2:17][C@H:16]2[C@@:11]3([CH3:48])[CH2:12][CH2:13][C@@:14]3([C:30]([N:32]4[CH2:36][CH2:35][CH2:34][C@H:33]4[C:37]4[NH:38][C:39]([C:42]5[CH:43]=[CH:44][CH:45]=[CH:46][CH:47]=5)=[CH:40][N:41]=4)=[O:31])[CH2:26][CH2:25][C@@H:24]([CH:27]([CH3:28])[CH3:29])[C@@H:15]32)[C:6]1([CH3:51])[CH3:50], predict the reactants needed to synthesize it. The reactants are: C([O:4][C@H:5]1[CH2:22][CH2:21][C@@:20]2([CH3:23])[C@@H:7]([CH2:8][CH2:9][C@:10]3([CH3:49])[C@@H:19]2[CH2:18][CH2:17][C@H:16]2[C@@:11]3([CH3:48])[CH2:12][CH2:13][C@@:14]3([C:30]([N:32]4[CH2:36][CH2:35][CH2:34][C@H:33]4[C:37]4[NH:38][C:39]([C:42]5[CH:47]=[CH:46][CH:45]=[CH:44][CH:43]=5)=[CH:40][N:41]=4)=[O:31])[CH2:26][CH2:25][C@@H:24]([CH:27]([CH3:29])[CH3:28])[C@@H:15]32)[C:6]1([CH3:51])[CH3:50])(=O)C.C1COCC1.[OH-].[Na+]. (3) Given the product [C:28]([C@H:23]1[CH2:24][CH2:25][CH2:26][CH2:27][C@H:22]1[NH:21][C:12]([C:10]1[CH:9]=[CH:8][C:7]([N:15]2[CH2:18][C:17]([F:20])([F:19])[CH2:16]2)=[C:6]([O:5][CH2:4][CH:1]2[CH2:2][CH2:3]2)[N:11]=1)=[O:14])(=[O:29])[NH2:30], predict the reactants needed to synthesize it. The reactants are: [CH:1]1([CH2:4][O:5][C:6]2[N:11]=[C:10]([C:12]([OH:14])=O)[CH:9]=[CH:8][C:7]=2[N:15]2[CH2:18][C:17]([F:20])([F:19])[CH2:16]2)[CH2:3][CH2:2]1.[NH2:21][C@H:22]1[CH2:27][CH2:26][CH2:25][CH2:24][C@H:23]1[C:28]([NH2:30])=[O:29]. (4) Given the product [F:31][C:32]1[CH:38]=[CH:9][C:10]([NH:13][C:14]([C:16]2[S:17][CH:18]=[CH:19][C:20]=2[NH:21][C:22]2[CH:27]=[CH:26][N:25]=[C:24]3[NH:28][CH:29]=[CH:30][C:23]=23)=[O:15])=[CH:11][CH:33]=1, predict the reactants needed to synthesize it. The reactants are: C(OC(N1C[CH2:11][CH:10]([NH:13][C:14]([C:16]2[S:17][CH:18]=[CH:19][C:20]=2[NH:21][C:22]2[CH:27]=[CH:26][N:25]=[C:24]3[NH:28][CH:29]=[CH:30][C:23]=23)=[O:15])[CH2:9]1)=O)(C)(C)C.[F:31][C:32]1[CH:38]=CC(N)=C[CH:33]=1.C(N1CCC(N)C1)(OC(C)(C)C)=O. (5) Given the product [F:5][C:6]1[CH:14]=[CH:13][C:12]([N+:15]([O-:17])=[O:16])=[CH:11][C:7]=1[C:8]([O:10][CH2:18][CH3:19])=[O:9], predict the reactants needed to synthesize it. The reactants are: S(Cl)(Cl)=O.[F:5][C:6]1[CH:14]=[CH:13][C:12]([N+:15]([O-:17])=[O:16])=[CH:11][C:7]=1[C:8]([OH:10])=[O:9].[CH2:18](O)[CH3:19]. (6) Given the product [F:13][C:14]1[CH:19]=[CH:18][CH:17]=[C:16]([F:20])[C:15]=1[NH:21][C:22]([NH:12][C:11]1[C:7]([C:2]2[CH:3]=[CH:4][CH:5]=[CH:6][N:1]=2)=[N:8][NH:9][CH:10]=1)=[O:23], predict the reactants needed to synthesize it. The reactants are: [N:1]1[CH:6]=[CH:5][CH:4]=[CH:3][C:2]=1[C:7]1[C:11]([NH2:12])=[CH:10][NH:9][N:8]=1.[F:13][C:14]1[CH:19]=[CH:18][CH:17]=[C:16]([F:20])[C:15]=1[N:21]=[C:22]=[O:23].[OH-].[K+]. (7) The reactants are: [CH2:1]([N:8]([C@H:14]([CH3:17])[CH2:15][OH:16])[C:9](=[O:13])[CH:10](Cl)[CH3:11])[C:2]1[CH:7]=[CH:6][CH:5]=[CH:4][CH:3]=1.CC(C)([O-])C.[K+]. Given the product [CH2:1]([N:8]1[C@H:14]([CH3:17])[CH2:15][O:16][CH:10]([CH3:11])[C:9]1=[O:13])[C:2]1[CH:7]=[CH:6][CH:5]=[CH:4][CH:3]=1, predict the reactants needed to synthesize it. (8) The reactants are: [Cl:1][C:2]1[C:3]([NH:24][C:25]2[CH:30]=[CH:29][C:28]([O:31][CH3:32])=[CH:27][C:26]=2[NH:33][S:34]([CH3:37])(=[O:36])=[O:35])=[N:4][C:5]([NH:8][C:9]2[C:10]([CH3:23])=[C:11]([CH:20]=[CH:21][CH:22]=2)[O:12][CH2:13][C:14]([O:16]C(C)C)=[O:15])=[N:6][CH:7]=1.[OH-].[Li+].CO. Given the product [Cl:1][C:2]1[C:3]([NH:24][C:25]2[CH:30]=[CH:29][C:28]([O:31][CH3:32])=[CH:27][C:26]=2[NH:33][S:34]([CH3:37])(=[O:36])=[O:35])=[N:4][C:5]([NH:8][C:9]2[C:10]([CH3:23])=[C:11]([CH:20]=[CH:21][CH:22]=2)[O:12][CH2:13][C:14]([OH:16])=[O:15])=[N:6][CH:7]=1, predict the reactants needed to synthesize it.